From a dataset of Reaction yield outcomes from USPTO patents with 853,638 reactions. Predict the reaction yield, written as a fraction of the theoretical maximum amount of product (1.0 means a 100% yield; for example, 0.34 means a 34% yield). (1) The yield is 0.770. The reactants are [Cl:1][C:2]1[C:10]([NH:11][S:12]([C:15]2[S:16][CH:17]=[CH:18][CH:19]=2)(=[O:14])=[O:13])=[C:9]2[C:5]([CH:6]=[C:7]([C:20]([O:22][CH2:23][CH3:24])=[O:21])[NH:8]2)=[CH:4][CH:3]=1.CI.[C:27](=O)([O-])[O-].[K+].[K+].CN(C)C=O. The product is [Cl:1][C:2]1[C:10]([N:11]([CH3:27])[S:12]([C:15]2[S:16][CH:17]=[CH:18][CH:19]=2)(=[O:14])=[O:13])=[C:9]2[C:5]([CH:6]=[C:7]([C:20]([O:22][CH2:23][CH3:24])=[O:21])[NH:8]2)=[CH:4][CH:3]=1. The catalyst is O. (2) The reactants are C(N(CC)CC)C.[Cl:8][C:9]1[CH:14]=[CH:13][CH:12]=[CH:11][C:10]=1[C:15]1[C:19]([C:20](Cl)=[O:21])=[C:18]([C:23]2[CH:28]=[CH:27][CH:26]=[CH:25][CH:24]=2)[O:17][N:16]=1.CC1C=CC=C(C)C=1C(Cl)=O.[OH:40][N:41]=[C:42]([C:44]1[CH:52]=[CH:51][C:47]2[O:48][CH2:49][O:50][C:46]=2[CH:45]=1)[NH2:43]. The catalyst is C1COCC1. The product is [Cl:8][C:9]1[CH:14]=[CH:13][CH:12]=[CH:11][C:10]=1[C:15]1[C:19]([C:20]([O:40]/[N:41]=[C:42](/[C:44]2[CH:52]=[CH:51][C:47]3[O:48][CH2:49][O:50][C:46]=3[CH:45]=2)\[NH2:43])=[O:21])=[C:18]([C:23]2[CH:28]=[CH:27][CH:26]=[CH:25][CH:24]=2)[O:17][N:16]=1. The yield is 0.529. (3) The reactants are [Br:1][C:2]1[C:3]([OH:18])=[C:4]2[C:9](=[CH:10][CH:11]=1)[N:8]([C:12]([CH:14]1[CH2:16][CH2:15]1)=[O:13])[C@@H:7]([CH3:17])[CH2:6][CH2:5]2.[C:19]1(B(O)O)[CH:24]=[CH:23][CH:22]=[CH:21][CH:20]=1.N1C=CC=CC=1. The catalyst is C([O-])(=O)C.[Cu+2].C([O-])(=O)C.ClCCl. The product is [Br:1][C:2]1[C:3]([O:18][C:19]2[CH:24]=[CH:23][CH:22]=[CH:21][CH:20]=2)=[C:4]2[C:9](=[CH:10][CH:11]=1)[N:8]([C:12]([CH:14]1[CH2:16][CH2:15]1)=[O:13])[C@@H:7]([CH3:17])[CH2:6][CH2:5]2. The yield is 0.700. (4) The yield is 0.910. The reactants are [OH-].[Na+].C[O:4][C:5](=[O:40])[CH2:6][C:7]1[CH:8]=[N:9][CH:10]=[C:11]([C:13]2[CH:18]=[CH:17][C:16]([C:19]([CH2:37][CH3:38])([C:22]3[CH:27]=[CH:26][C:25](/[CH:28]=[CH:29]/[C:30]([CH2:34][CH3:35])([OH:33])[CH2:31][CH3:32])=[C:24]([CH3:36])[CH:23]=3)[CH2:20][CH3:21])=[CH:15][C:14]=2[CH3:39])[CH:12]=1.[Cl-].[NH4+]. The catalyst is CO. The product is [CH2:20]([C:19]([C:16]1[CH:17]=[CH:18][C:13]([C:11]2[CH:12]=[C:7]([CH2:6][C:5]([OH:40])=[O:4])[CH:8]=[N:9][CH:10]=2)=[C:14]([CH3:39])[CH:15]=1)([C:22]1[CH:27]=[CH:26][C:25](/[CH:28]=[CH:29]/[C:30]([CH2:31][CH3:32])([OH:33])[CH2:34][CH3:35])=[C:24]([CH3:36])[CH:23]=1)[CH2:37][CH3:38])[CH3:21]. (5) The reactants are Br[C:2]1[CH:3]=[C:4]2[C:8](=[N:9][CH:10]=1)[NH:7][CH:6]=[CH:5]2.N1C2C(=CC=CN=2)C=C1.[CH3:20][O:21][C:22]1[CH:23]=[C:24](B(O)O)[CH:25]=[CH:26][C:27]=1[O:28][CH3:29].O1CCCC1. The catalyst is C(=O)([O-])[O-].[K+].[K+].C1C=CC([P]([Pd]([P](C2C=CC=CC=2)(C2C=CC=CC=2)C2C=CC=CC=2)([P](C2C=CC=CC=2)(C2C=CC=CC=2)C2C=CC=CC=2)[P](C2C=CC=CC=2)(C2C=CC=CC=2)C2C=CC=CC=2)(C2C=CC=CC=2)C2C=CC=CC=2)=CC=1.O.C(OCC)(=O)C. The product is [CH3:20][O:21][C:22]1[CH:23]=[C:24]([C:2]2[CH:3]=[C:4]3[CH:5]=[CH:6][NH:7][C:8]3=[N:9][CH:10]=2)[CH:25]=[CH:26][C:27]=1[O:28][CH3:29]. The yield is 0.410.